From a dataset of Peptide-MHC class II binding affinity with 134,281 pairs from IEDB. Regression. Given a peptide amino acid sequence and an MHC pseudo amino acid sequence, predict their binding affinity value. This is MHC class II binding data. (1) The peptide sequence is DPKKLVLNIKYTRPG. The MHC is DRB3_0101 with pseudo-sequence DRB3_0101. The binding affinity (normalized) is 0.183. (2) The peptide sequence is EPKVKFGCAVVNPSL. The MHC is DRB1_0101 with pseudo-sequence DRB1_0101. The binding affinity (normalized) is 0.562. (3) The peptide sequence is LLNAKFFHMNIYECK. The MHC is DRB1_0901 with pseudo-sequence DRB1_0901. The binding affinity (normalized) is 0.446. (4) The peptide sequence is IPVFLQEALNIALVA. The MHC is DRB1_1101 with pseudo-sequence DRB1_1101. The binding affinity (normalized) is 0.0746. (5) The peptide sequence is HMAKEDLVANQPNLK. The MHC is DRB4_0101 with pseudo-sequence DRB4_0103. The binding affinity (normalized) is 0.198.